From a dataset of Full USPTO retrosynthesis dataset with 1.9M reactions from patents (1976-2016). Predict the reactants needed to synthesize the given product. (1) Given the product [CH2:32]([O:34][C:35]([C:37]1[CH:45]=[C:44]2[C:40]([CH:41]=[CH:42][N:43]2[C:46]([O:5][C:3]([CH3:6])([CH3:4])[CH3:2])=[O:47])=[C:39]([CH:53]=[CH:26][C:27]([OH:29])([CH3:30])[CH3:28])[CH:38]=1)=[O:36])[CH3:33], predict the reactants needed to synthesize it. The reactants are: Br[CH2:2][C:3]([CH3:6])([OH:5])[CH3:4].C1(P(C2C=CC=CC=2)C2C=CC=CC=2)C=CC=CC=1.[CH3:26][C:27]([CH3:30])([O-:29])[CH3:28].[K+].[CH2:32]([O:34][C:35]([C:37]1[CH:45]=[C:44]2[C:40]([CH:41]=[CH:42][N:43]2[C:46](OC(C)(C)C)=[O:47])=[C:39]([CH:53]=O)[CH:38]=1)=[O:36])[CH3:33]. (2) Given the product [CH3:1][O:2][C:3]1[CH:4]=[C:5]([CH:6]=[C:18]([N:15]=[N+:16]=[N-:17])[C:19]([O:21][CH3:22])=[O:20])[CH:8]=[C:9]([O:13][CH3:14])[C:10]=1[O:11][CH3:12], predict the reactants needed to synthesize it. The reactants are: [CH3:1][O:2][C:3]1[CH:4]=[C:5]([CH:8]=[C:9]([O:13][CH3:14])[C:10]=1[O:11][CH3:12])[CH:6]=O.[N:15]([CH2:18][C:19]([O:21][CH3:22])=[O:20])=[N+:16]=[N-:17].[Na]. (3) Given the product [Br:8][C:9]1[C:10]([CH3:23])=[C:11]([CH3:22])[C:12]2[O:16][C:15]([CH2:17][N:3]3[CH:7]=[CH:6][CH:5]=[N:4]3)([CH3:18])[CH2:14][C:13]=2[C:20]=1[CH3:21], predict the reactants needed to synthesize it. The reactants are: [H-].[Na+].[NH:3]1[CH:7]=[CH:6][CH:5]=[N:4]1.[Br:8][C:9]1[C:10]([CH3:23])=[C:11]([CH3:22])[C:12]2[O:16][C:15]([CH2:18]I)([CH3:17])[CH2:14][C:13]=2[C:20]=1[CH3:21].[Cl-].[NH4+]. (4) Given the product [Si:14]([O:21][CH2:22][C:23]1[CH:24]=[C:25]([CH3:31])[C:26]([O:5][C:4](=[O:6])[CH:2]([NH:1][C:7]([O:9][C:10]([CH3:12])([CH3:11])[CH3:13])=[O:8])[CH3:3])=[C:27]([CH3:29])[CH:28]=1)([C:17]([CH3:20])([CH3:19])[CH3:18])([CH3:15])[CH3:16], predict the reactants needed to synthesize it. The reactants are: [NH:1]([C:7]([O:9][C:10]([CH3:13])([CH3:12])[CH3:11])=[O:8])[C@H:2]([C:4]([OH:6])=[O:5])[CH3:3].[Si:14]([O:21][CH2:22][C:23]1[CH:28]=[C:27]([CH3:29])[C:26](O)=[C:25]([CH3:31])[CH:24]=1)([C:17]([CH3:20])([CH3:19])[CH3:18])([CH3:16])[CH3:15].CCN=C=NCCCN(C)C.Cl. (5) Given the product [CH2:1]([O:8][C:9]([N:11]1[CH2:20][CH2:19][C:18]2[C:13](=[C:14]([OH:22])[CH:15]=[CH:16][C:17]=2[C:24]#[N:26])[CH2:12]1)=[O:10])[C:2]1[CH:7]=[CH:6][CH:5]=[CH:4][CH:3]=1, predict the reactants needed to synthesize it. The reactants are: [CH2:1]([O:8][C:9]([N:11]1[CH2:20][CH2:19][C:18]2[C:13](=[C:14]([OH:22])[CH:15]=[CH:16][C:17]=2Br)[CH2:12]1)=[O:10])[C:2]1[CH:7]=[CH:6][CH:5]=[CH:4][CH:3]=1.C[C:24]([N:26](C)C)=O. (6) The reactants are: [CH:1]([C:3]1[CH:8]=[CH:7][C:6]([N:9]2[CH2:14][CH2:13][CH:12]([NH:15][C:16](=[O:18])[CH3:17])[CH2:11][CH2:10]2)=[CH:5][CH:4]=1)=O.[NH2:19][C:20]1[CH:28]=[C:27]([O:29][CH3:30])[CH:26]=[C:25]([O:31][CH3:32])[C:21]=1[C:22]([NH2:24])=[O:23].CC1C=CC(S(O)(=O)=O)=CC=1.OS([O-])=O.[Na+].C([O-])(O)=O.[Na+]. Given the product [CH3:32][O:31][C:25]1[CH:26]=[C:27]([O:29][CH3:30])[CH:28]=[C:20]2[C:21]=1[C:22](=[O:23])[NH:24][C:1]([C:3]1[CH:8]=[CH:7][C:6]([N:9]3[CH2:14][CH2:13][CH:12]([NH:15][C:16](=[O:18])[CH3:17])[CH2:11][CH2:10]3)=[CH:5][CH:4]=1)=[N:19]2, predict the reactants needed to synthesize it.